Dataset: Catalyst prediction with 721,799 reactions and 888 catalyst types from USPTO. Task: Predict which catalyst facilitates the given reaction. Reactant: [N+:1]([O-:9])([O:3][CH2:4][CH2:5][CH2:6][CH2:7][OH:8])=[O:2].[CH3:10][O:11][C:12]1[N:22]=[CH:21][C:20]2[S:19][CH2:18][CH2:17][N:16]([CH2:23][C:24]3[CH:32]=[CH:31][C:27]([C:28](O)=[O:29])=[CH:26][CH:25]=3)[CH2:15][C:14]=2[CH:13]=1. Product: [CH3:10][O:11][C:12]1[N:22]=[CH:21][C:20]2[S:19][CH2:18][CH2:17][N:16]([CH2:23][C:24]3[CH:32]=[CH:31][C:27]([C:28]([O:8][CH2:7][CH2:6][CH2:5][CH2:4][O:3][N+:1]([O-:9])=[O:2])=[O:29])=[CH:26][CH:25]=3)[CH2:15][C:14]=2[CH:13]=1. The catalyst class is: 2.